Dataset: Catalyst prediction with 721,799 reactions and 888 catalyst types from USPTO. Task: Predict which catalyst facilitates the given reaction. (1) Product: [Br:28][C:29]1[S:33][C:32]([NH:34][C:12]([NH:10][S:7]([C:4]2[CH:3]=[C:2]([CH3:1])[S:6][CH:5]=2)(=[O:9])=[O:8])=[O:13])=[N:31][C:30]=1[CH2:35][CH3:36]. The catalyst class is: 10. Reactant: [CH3:1][C:2]1[S:6][CH:5]=[C:4]([S:7]([NH2:10])(=[O:9])=[O:8])[CH:3]=1.Cl[C:12](OC1C=CC=CC=1)=[O:13].C(N(CC)CC)C.[Br:28][C:29]1[S:33][C:32]([NH2:34])=[N:31][C:30]=1[CH2:35][CH3:36]. (2) Reactant: [CH3:1][C:2]1([CH3:9])[CH2:5][CH:4]([C:6]([NH2:8])=[O:7])[CH2:3]1.C(Cl)(=O)[C:11](Cl)=[O:12].[CH3:16][N:17]1[CH:21]=[C:20]([C:22]2[N:27]=[CH:26][N:25]=[C:24]([O:28][C:29]3[CH:30]=[CH:31][C:32]([NH2:35])=[N:33][CH:34]=3)[CH:23]=2)[CH:19]=[N:18]1.N1C=CC=CC=1. Product: [CH3:1][C:2]1([CH3:9])[CH2:5][CH:4]([C:6]([NH:8][C:11](=[O:12])[NH:35][C:32]2[CH:31]=[CH:30][C:29]([O:28][C:24]3[CH:23]=[C:22]([C:20]4[CH:19]=[N:18][N:17]([CH3:16])[CH:21]=4)[N:27]=[CH:26][N:25]=3)=[CH:34][N:33]=2)=[O:7])[CH2:3]1. The catalyst class is: 258. (3) Reactant: [C:1]([NH:11][C@H:12]([C:16]([N:18]1[CH2:40][CH2:39][CH2:38][C@H:19]1[C:20]([NH:22][CH2:23][C:24]([NH:26][C@H:27]([C:31]([NH:33][CH2:34][C:35](O)=[O:36])=[O:32])[CH:28]([CH3:30])[CH3:29])=[O:25])=[O:21])=[O:17])[CH:13]([CH3:15])[CH3:14])([O:3][CH2:4][C:5]1[CH:10]=[CH:9][CH:8]=[CH:7][CH:6]=1)=[O:2].CN(C)CCCN=C=NCC.C(N(CC)CC)C.[CH3:59][O:60][C:61](=[O:89])[CH2:62][NH:63][C:64](=[O:88])[C@H:65]([CH:85]([CH3:87])[CH3:86])[NH:66][C:67](=[O:84])[CH2:68][NH:69][C:70](=[O:83])[C@@H:71]1[CH2:75][CH2:74][CH2:73][N:72]1[C:76](=[O:82])[C@H:77]([CH:79]([CH3:81])[CH3:80])[NH2:78]. The catalyst class is: 174. Product: [CH3:59][O:60][C:61](=[O:89])[CH2:62][NH:63][C:64](=[O:88])[C@H:65]([CH:85]([CH3:87])[CH3:86])[NH:66][C:67](=[O:84])[CH2:68][NH:69][C:70](=[O:83])[C@@H:71]1[CH2:75][CH2:74][CH2:73][N:72]1[C:76](=[O:82])[C@H:77]([CH:79]([CH3:81])[CH3:80])[NH:78][C:35](=[O:36])[CH2:34][NH:33][C:31](=[O:32])[C@H:27]([CH:28]([CH3:30])[CH3:29])[NH:26][C:24](=[O:25])[CH2:23][NH:22][C:20](=[O:21])[C@@H:19]1[CH2:38][CH2:39][CH2:40][N:18]1[C:16](=[O:17])[C@H:12]([CH:13]([CH3:15])[CH3:14])[NH:11][C:1]([O:3][CH2:4][C:5]1[CH:6]=[CH:7][CH:8]=[CH:9][CH:10]=1)=[O:2]. (4) Reactant: O.[C:2]([O:6][C:7]([N:9]1[CH2:14][CH2:13][CH:12]([CH2:15][CH2:16][CH2:17][O:18][C:19]2[CH:27]=[CH:26][C:22]([C:23]([OH:25])=O)=[C:21]([CH3:28])[N:20]=2)[CH2:11][CH2:10]1)=[O:8])([CH3:5])([CH3:4])[CH3:3].CCN=C=NCCCN(C)C.CCN(C(C)C)C(C)C.[NH2:49][CH:50]([CH2:53][OH:54])[CH2:51][OH:52]. Product: [C:2]([O:6][C:7]([N:9]1[CH2:14][CH2:13][CH:12]([CH2:15][CH2:16][CH2:17][O:18][C:19]2[CH:27]=[CH:26][C:22]([C:23](=[O:25])[NH:49][CH:50]([CH2:53][OH:54])[CH2:51][OH:52])=[C:21]([CH3:28])[N:20]=2)[CH2:11][CH2:10]1)=[O:8])([CH3:4])([CH3:3])[CH3:5]. The catalyst class is: 1. (5) Reactant: [Br:1][C:2]1[N:6]([CH3:7])[N:5]=[C:4]([C:8]([OH:10])=O)[CH:3]=1.C1C=CC2N(O)N=NC=2C=1.C(Cl)CCl.[NH2:25][CH2:26][CH2:27][OH:28].C(N(C(C)C)C(C)C)C. Product: [Br:1][C:2]1[N:6]([CH3:7])[N:5]=[C:4]([C:8]([NH:25][CH2:26][CH2:27][OH:28])=[O:10])[CH:3]=1. The catalyst class is: 31. (6) Reactant: [C@H:1]1([NH:10][C:11]2[CH:20]=[CH:19][C:18]3[C:13](=[CH:14][CH:15]=[C:16]([NH2:21])[CH:17]=3)[N:12]=2)[C:9]2[C:4](=[CH:5][CH:6]=[CH:7][CH:8]=2)[CH2:3][CH2:2]1.[CH3:22][N:23]([CH3:28])[S:24](Cl)(=[O:26])=[O:25].O. Product: [C@H:1]1([NH:10][C:11]2[CH:20]=[CH:19][C:18]3[C:13](=[CH:14][CH:15]=[C:16]([NH:21][S:24]([N:23]([CH3:28])[CH3:22])(=[O:26])=[O:25])[CH:17]=3)[N:12]=2)[C:9]2[C:4](=[CH:5][CH:6]=[CH:7][CH:8]=2)[CH2:3][CH2:2]1. The catalyst class is: 17. (7) Reactant: [Cl:1][C:2]1[N:7]=[C:6](I)[C:5]([C:9]([F:12])([F:11])[F:10])=[CH:4][CH:3]=1.C([Mg]Cl)(C)C.[F:18][C:19]1[N:30]=[CH:29][CH:28]=[CH:27][C:20]=1[C:21](N(OC)C)=[O:22]. Product: [Cl:1][C:2]1[N:7]=[C:6]([C:21]([C:20]2[C:19]([F:18])=[N:30][CH:29]=[CH:28][CH:27]=2)=[O:22])[C:5]([C:9]([F:12])([F:11])[F:10])=[CH:4][CH:3]=1. The catalyst class is: 7. (8) The catalyst class is: 4. Reactant: CN(C=O)C.S(Cl)([Cl:8])=O.N1C=CC=CC=1.[CH2:16]([O:28][C:29]1[CH:30]=[C:31]([CH:34]=[C:35]([O:37][CH2:38][CH2:39][CH2:40][CH2:41][CH2:42][CH2:43][CH2:44][CH2:45][CH2:46][CH2:47][CH2:48][CH3:49])[CH:36]=1)[CH2:32]O)[CH2:17][CH2:18][CH2:19][CH2:20][CH2:21][CH2:22][CH2:23][CH2:24][CH2:25][CH2:26][CH3:27]. Product: [CH2:16]([O:28][C:29]1[CH:30]=[C:31]([CH:34]=[C:35]([O:37][CH2:38][CH2:39][CH2:40][CH2:41][CH2:42][CH2:43][CH2:44][CH2:45][CH2:46][CH2:47][CH2:48][CH3:49])[CH:36]=1)[CH2:32][Cl:8])[CH2:17][CH2:18][CH2:19][CH2:20][CH2:21][CH2:22][CH2:23][CH2:24][CH2:25][CH2:26][CH3:27]. (9) Reactant: Cl[CH2:2][CH2:3][CH2:4][C:5](=O)[CH3:6].[C-:8]#[N:9].[Na+].C(O)(=O)C.[NH3:15].[OH-].[Na+]. Product: [C:8]([C:3]1([CH3:2])[CH2:4][CH2:5][CH2:6][NH:15]1)#[N:9].[CH3:6][C:5]1[CH2:4][CH2:3][CH2:2][N:9]=1. The catalyst class is: 6.